Dataset: Catalyst prediction with 721,799 reactions and 888 catalyst types from USPTO. Task: Predict which catalyst facilitates the given reaction. (1) Reactant: [Cl-].O[NH3+:3].[C:4](=[O:7])([O-])[OH:5].[Na+].CS(C)=O.[CH2:13]([S:15][C:16]1[N:17]([CH2:30][C:31]2[CH:36]=[CH:35][C:34]([C:37]3[C:38]([C:43]#[N:44])=[CH:39][CH:40]=[CH:41][CH:42]=3)=[CH:33][CH:32]=2)[C:18](=[O:29])[C:19]([C:23]2[CH:28]=[CH:27][CH:26]=[CH:25][CH:24]=2)=[C:20]([CH3:22])[N:21]=1)[CH3:14]. Product: [CH2:13]([S:15][C:16]1[N:17]([CH2:30][C:31]2[CH:32]=[CH:33][C:34]([C:37]3[CH:42]=[CH:41][CH:40]=[CH:39][C:38]=3[C:43]3[NH:3][C:4](=[O:7])[O:5][N:44]=3)=[CH:35][CH:36]=2)[C:18](=[O:29])[C:19]([C:23]2[CH:24]=[CH:25][CH:26]=[CH:27][CH:28]=2)=[C:20]([CH3:22])[N:21]=1)[CH3:14]. The catalyst class is: 6. (2) Reactant: [Li+].C[CH:3]([N-:5]C(C)C)C.[CH3:9][CH2:10][O:11][C:12]([CH:14](P(OCC)(OCC)=O)[F:15])=[O:13].Br[C:25]1[CH:26]=[C:27]2[C:31](=[CH:32][CH:33]=1)[NH:30][CH:29]=[C:28]2[CH:34]=O. Product: [CH2:10]([O:11][C:12](=[O:13])[C:14]([F:15])=[CH:34][C:28]1[C:27]2[C:31](=[CH:32][CH:33]=[C:25]([C:3]#[N:5])[CH:26]=2)[NH:30][CH:29]=1)[CH3:9]. The catalyst class is: 1. (3) Reactant: [CH3:1][O:2][C:3]1[CH:4]=[C:5]([C:15]2[C:19]3[CH2:20][CH2:21][CH2:22][C:23](=[O:24])[C:18]=3[O:17][N:16]=2)[CH:6]=[CH:7][C:8]=1[N:9]1[CH:13]=[C:12]([CH3:14])[N:11]=[CH:10]1.[F:25][C:26]1[CH:27]=[C:28]([Mg]Br)[CH:29]=[C:30]([F:32])[CH:31]=1. Product: [F:25][C:26]1[CH:27]=[C:28]([C:23]2([OH:24])[C:18]3[O:17][N:16]=[C:15]([C:5]4[CH:6]=[CH:7][C:8]([N:9]5[CH:13]=[C:12]([CH3:14])[N:11]=[CH:10]5)=[C:3]([O:2][CH3:1])[CH:4]=4)[C:19]=3[CH2:20][CH2:21][CH2:22]2)[CH:29]=[C:30]([F:32])[CH:31]=1. The catalyst class is: 1.